Predict the reactants needed to synthesize the given product. From a dataset of Full USPTO retrosynthesis dataset with 1.9M reactions from patents (1976-2016). Given the product [CH:35]1([NH:34][C@H:10]2[CH2:9][NH:8][CH2:12][C@@H:11]2[CH2:13][N:14]([CH:31]([CH3:33])[CH3:32])[C:15](=[O:30])[C:16]2[CH:21]=[CH:20][C:19]([O:22][CH3:23])=[C:18]([O:24][CH2:25][CH2:26][CH2:27][O:28][CH3:29])[CH:17]=2)[CH2:39][CH2:38][CH2:37][CH2:36]1, predict the reactants needed to synthesize it. The reactants are: C(OC([N:8]1[CH2:12][C@@H:11]([CH2:13][N:14]([CH:31]([CH3:33])[CH3:32])[C:15](=[O:30])[C:16]2[CH:21]=[CH:20][C:19]([O:22][CH3:23])=[C:18]([O:24][CH2:25][CH2:26][CH2:27][O:28][CH3:29])[CH:17]=2)[C@H:10]([NH2:34])[CH2:9]1)=O)(C)(C)C.[C:35]1(=O)[CH2:39][CH2:38][CH2:37][CH2:36]1.CC#N.O.CC#N.